From a dataset of Reaction yield outcomes from USPTO patents with 853,638 reactions. Predict the reaction yield, written as a fraction of the theoretical maximum amount of product (1.0 means a 100% yield; for example, 0.34 means a 34% yield). The reactants are [F:1][C:2]1[C:3]([OH:13])=[C:4]([CH:7]=[C:8]([N+:10]([O-:12])=[O:11])[CH:9]=1)[CH:5]=O.[NH2:14][CH3:15].[BH4-].[Na+].C([O-])(O)=O.[Na+].[C:23](O[C:23]([O:25][C:26]([CH3:29])([CH3:28])[CH3:27])=[O:24])([O:25][C:26]([CH3:29])([CH3:28])[CH3:27])=[O:24]. The catalyst is CO.O.C1COCC1.CCOC(C)=O. The product is [C:26]([O:25][C:23](=[O:24])[N:14]([CH2:5][C:4]1[CH:7]=[C:8]([N+:10]([O-:12])=[O:11])[CH:9]=[C:2]([F:1])[C:3]=1[OH:13])[CH3:15])([CH3:29])([CH3:28])[CH3:27]. The yield is 0.706.